From a dataset of Forward reaction prediction with 1.9M reactions from USPTO patents (1976-2016). Predict the product of the given reaction. Given the reactants [Cl:1][C:2]1[C:7]2[O:8][C:9]3[CH2:14][CH2:13][NH:12][CH2:11][C:10]=3[C:6]=2[CH:5]=[C:4]([C:15]([C:17]2[CH:22]=[CH:21][CH:20]=[CH:19][CH:18]=2)=[CH2:16])[CH:3]=1.C([SiH](CC)CC)C.FC(F)(F)C(O)=O, predict the reaction product. The product is: [ClH:1].[Cl:1][C:2]1[C:7]2[O:8][C:9]3[CH2:14][CH2:13][NH:12][CH2:11][C:10]=3[C:6]=2[CH:5]=[C:4]([CH:15]([C:17]2[CH:22]=[CH:21][CH:20]=[CH:19][CH:18]=2)[CH3:16])[CH:3]=1.